From a dataset of P-glycoprotein inhibition data for predicting drug efflux from Broccatelli et al.. Regression/Classification. Given a drug SMILES string, predict its absorption, distribution, metabolism, or excretion properties. Task type varies by dataset: regression for continuous measurements (e.g., permeability, clearance, half-life) or binary classification for categorical outcomes (e.g., BBB penetration, CYP inhibition). Dataset: pgp_broccatelli. (1) The result is 0 (non-inhibitor). The compound is CC(C)[C@H]1C(=O)N2CCC[C@H]2[C@]2(O)O[C@@](NC(=O)[C@H]3C=C4c5cccc6[nH]cc(c56)C[C@@H]4N(C)C3)(C(C)C)C(=O)N12. (2) The result is 0 (non-inhibitor). The compound is COc1ccccc1N1CCN(CCCCNC(=O)c2ccc3ccccc3c2)CC1. (3) The compound is C=C[C@@H]1CN2CC[C@@H]1C[C@@H]2[C@@H](O)c1ccnc2ccc(OC)cc12. The result is 1 (inhibitor). (4) The drug is Cc1cc(C(C)(C)C)c(O)c(C)c1CC1=NCCN1. The result is 1 (inhibitor). (5) The molecule is COC(=O)[C@H](c1ccccc1)[C@H]1CCCCN1. The result is 0 (non-inhibitor). (6) The compound is CN(N=O)C(=O)N[C@@H]1[C@@H](O)O[C@H](CO)[C@@H](O)[C@@H]1O. The result is 0 (non-inhibitor). (7) The result is 0 (non-inhibitor). The compound is Cc1ccc(-c2nc3ccc(C)cn3c2CC(=O)N(C)C)cc1.